This data is from Catalyst prediction with 721,799 reactions and 888 catalyst types from USPTO. The task is: Predict which catalyst facilitates the given reaction. (1) Reactant: [CH2:1]([O:3][C:4](=[O:19])/[C:5](/[CH3:18])=[CH:6]/[C@@H:7]1[CH2:15][CH2:14][C@@H:13]([CH3:16])[C@@H:12]2[C@@H:8]1[C@@H:9]([OH:17])[CH2:10][CH2:11]2)[CH3:2].O. Product: [CH2:1]([O:3][C:4](=[O:19])/[C:5](/[CH3:18])=[CH:6]/[C@@H:7]1[CH2:15][CH2:14][C@@H:13]([CH3:16])[C@@H:12]2[C@@H:8]1[C:9](=[O:17])[CH2:10][CH2:11]2)[CH3:2]. The catalyst class is: 16. (2) Reactant: [CH:1]([C:3]1[CH:12]=[CH:11][C:10]2[C:5](=[CH:6][CH:7]=[CH:8][C:9]=2[N:13]2[CH2:18][CH2:17][N:16]([C:19]([O:21][C:22]([CH3:25])([CH3:24])[CH3:23])=[O:20])[CH2:15][CH2:14]2)[N:4]=1)=O.II.[O-]S([O-])(=S)=O.[Na+].[Na+].[NH3:35].O. Product: [C:1]([C:3]1[CH:12]=[CH:11][C:10]2[C:5](=[CH:6][CH:7]=[CH:8][C:9]=2[N:13]2[CH2:18][CH2:17][N:16]([C:19]([O:21][C:22]([CH3:25])([CH3:24])[CH3:23])=[O:20])[CH2:15][CH2:14]2)[N:4]=1)#[N:35]. The catalyst class is: 1. (3) Reactant: C(OC([NH:8][C:9]1[O:17][C:16]2[C:11](=[N:12][CH:13]=[C:14]([CH:18]3[CH2:23][CH2:22][N:21]([CH3:24])[CH2:20][CH2:19]3)[CH:15]=2)[C:10]=1[C:25]([NH:27][C:28]1[CH:29]=[N:30][CH:31]=[CH:32][C:33]=1[N:34]1[CH2:39][C@H:38]([C:40]([F:43])([F:42])[F:41])[CH2:37][C@H:36]([NH:44]C(=O)OC(C)(C)C)[CH2:35]1)=[O:26])=O)(C)(C)C.C(O)(C(F)(F)F)=O. Product: [NH2:8][C:9]1[O:17][C:16]2[C:11](=[N:12][CH:13]=[C:14]([CH:18]3[CH2:23][CH2:22][N:21]([CH3:24])[CH2:20][CH2:19]3)[CH:15]=2)[C:10]=1[C:25]([NH:27][C:28]1[CH:29]=[N:30][CH:31]=[CH:32][C:33]=1[N:34]1[CH2:39][C@H:38]([C:40]([F:42])([F:43])[F:41])[CH2:37][C@H:36]([NH2:44])[CH2:35]1)=[O:26]. The catalyst class is: 2. (4) Reactant: [CH3:1][C:2]1([CH3:19])[S:6][C:5](=[O:7])[N:4]([CH2:8][C:9]2[CH:14]=[CH:13][CH:12]=[CH:11][C:10]=2[N+:15]([O-:17])=[O:16])[C:3]1=[O:18].[BH4-].[Li+].[Cl-].[NH4+]. Product: [OH:18][CH:3]1[C:2]([CH3:1])([CH3:19])[S:6][C:5](=[O:7])[N:4]1[CH2:8][C:9]1[CH:14]=[CH:13][CH:12]=[CH:11][C:10]=1[N+:15]([O-:17])=[O:16]. The catalyst class is: 7. (5) Reactant: C([O:8][C:9]1[CH:14]=[CH:13][C:12]([S:15]([NH:18][CH2:19][CH2:20][O:21][CH2:22][CH2:23][O:24][CH2:25][CH2:26][NH:27][C:28](=[O:34])[O:29][C:30]([CH3:33])([CH3:32])[CH3:31])(=[O:17])=[O:16])=[CH:11][CH:10]=1)C1C=CC=CC=1. Product: [OH:8][C:9]1[CH:10]=[CH:11][C:12]([S:15]([NH:18][CH2:19][CH2:20][O:21][CH2:22][CH2:23][O:24][CH2:25][CH2:26][NH:27][C:28](=[O:34])[O:29][C:30]([CH3:32])([CH3:31])[CH3:33])(=[O:16])=[O:17])=[CH:13][CH:14]=1. The catalyst class is: 19. (6) Reactant: C([O:8][C:9]1[CH:10]=[C:11]([CH:16]=[C:17]([O:30]CC2C=CC=CC=2)[C:18]=1[C:19]#[C:20][CH2:21][NH:22][C:23]([O:25][C:26]([CH3:29])([CH3:28])[CH3:27])=[O:24])[C:12]([O:14][CH3:15])=[O:13])C1C=CC=CC=1. Product: [C:26]([O:25][C:23]([NH:22][CH2:21][CH2:20][CH2:19][C:18]1[C:17]([OH:30])=[CH:16][C:11]([C:12]([O:14][CH3:15])=[O:13])=[CH:10][C:9]=1[OH:8])=[O:24])([CH3:29])([CH3:27])[CH3:28]. The catalyst class is: 78.